This data is from Full USPTO retrosynthesis dataset with 1.9M reactions from patents (1976-2016). The task is: Predict the reactants needed to synthesize the given product. (1) Given the product [F:1][C:2]1[CH:7]=[CH:6][C:5]([C:8]2[CH:13]=[C:12]([CH3:14])[N:11]=[CH:10][C:9]=2[N:15]([CH3:29])[C:16](=[O:28])[C:17]2[CH:22]=[C:21]([C:23]([F:26])([F:25])[F:24])[CH:20]=[C:19]([S:27][CH:33]3[CH2:36][O:35][CH2:34]3)[CH:18]=2)=[C:4]([O:30][CH3:31])[CH:3]=1, predict the reactants needed to synthesize it. The reactants are: [F:1][C:2]1[CH:7]=[CH:6][C:5]([C:8]2[CH:13]=[C:12]([CH3:14])[N:11]=[CH:10][C:9]=2[N:15]([CH3:29])[C:16](=[O:28])[C:17]2[CH:22]=[C:21]([C:23]([F:26])([F:25])[F:24])[CH:20]=[C:19]([SH:27])[CH:18]=2)=[C:4]([O:30][CH3:31])[CH:3]=1.I[CH:33]1[CH2:36][O:35][CH2:34]1.CCN(C(C)C)C(C)C.[NH4+].[Cl-]. (2) Given the product [Br:11][C:6]1[CH:5]=[C:4]([CH3:9])[C:3]([OH:10])=[C:2]([CH3:1])[C:7]=1[CH3:8], predict the reactants needed to synthesize it. The reactants are: [CH3:1][C:2]1[C:7]([CH3:8])=[CH:6][CH:5]=[C:4]([CH3:9])[C:3]=1[OH:10].[Br:11]Br.S([O-])([O-])=O.[Na+].[Na+].